From a dataset of Reaction yield outcomes from USPTO patents with 853,638 reactions. Predict the reaction yield, written as a fraction of the theoretical maximum amount of product (1.0 means a 100% yield; for example, 0.34 means a 34% yield). The reactants are [N:1]1([C:7]([O:9][CH2:10][CH3:11])=[O:8])[CH2:6][CH2:5][NH:4][CH2:3][CH2:2]1.[Cl:12][CH2:13][CH2:14][CH2:15][C:16](Cl)=[O:17].CCN(CC)CC. The catalyst is C(Cl)Cl. The product is [Cl:12][CH2:13][CH2:14][CH2:15][C:16]([N:4]1[CH2:5][CH2:6][N:1]([C:7]([O:9][CH2:10][CH3:11])=[O:8])[CH2:2][CH2:3]1)=[O:17]. The yield is 0.990.